Dataset: Catalyst prediction with 721,799 reactions and 888 catalyst types from USPTO. Task: Predict which catalyst facilitates the given reaction. Reactant: [Cl:1][C:2]1[N:3]=[C:4](Cl)[C:5]2[S:21][C:9]3[N:10]=[C:11]([C:15]4[CH:20]=[CH:19][CH:18]=[CH:17][CH:16]=4)[N:12]=[C:13]([CH3:14])[C:8]=3[C:6]=2[N:7]=1.[NH:23]1[CH2:28][CH2:27][NH:26][CH2:25][CH2:24]1. Product: [Cl:1][C:2]1[N:3]=[C:4]([N:23]2[CH2:28][CH2:27][NH:26][CH2:25][CH2:24]2)[C:5]2[S:21][C:9]3[N:10]=[C:11]([C:15]4[CH:20]=[CH:19][CH:18]=[CH:17][CH:16]=4)[N:12]=[C:13]([CH3:14])[C:8]=3[C:6]=2[N:7]=1. The catalyst class is: 7.